Dataset: Full USPTO retrosynthesis dataset with 1.9M reactions from patents (1976-2016). Task: Predict the reactants needed to synthesize the given product. (1) Given the product [CH2:16]([O:7][C:6]([C:2]1[NH:1][CH:5]=[CH:4][CH:3]=1)=[O:8])[C:17]1[CH:22]=[CH:21][CH:20]=[CH:19][CH:18]=1, predict the reactants needed to synthesize it. The reactants are: [NH:1]1[CH:5]=[CH:4][CH:3]=[C:2]1[C:6]([OH:8])=[O:7].C(=O)([O-])[O-].[K+].[K+].Br[CH2:16][C:17]1[CH:22]=[CH:21][CH:20]=[CH:19][CH:18]=1.O. (2) Given the product [Cl:16][C:17]1[CH:18]=[C:19]([CH:23]=[C:24]([F:26])[CH:25]=1)[C:20]([N:2]([CH3:1])[C:3]1[CH:4]=[N:5][CH:6]=[CH:7][C:8]=1[C:9]1[CH:14]=[CH:13][CH:12]=[CH:11][C:10]=1[CH3:15])=[O:22], predict the reactants needed to synthesize it. The reactants are: [CH3:1][NH:2][C:3]1[CH:4]=[N:5][CH:6]=[CH:7][C:8]=1[C:9]1[CH:14]=[CH:13][CH:12]=[CH:11][C:10]=1[CH3:15].[Cl:16][C:17]1[CH:18]=[C:19]([CH:23]=[C:24]([F:26])[CH:25]=1)[C:20]([OH:22])=O. (3) Given the product [F:1][C@:2]1([CH3:14])[C@H:22]([OH:21])[C@@H:13]([CH2:12][OH:11])[O:5][C:3]1=[O:4], predict the reactants needed to synthesize it. The reactants are: [F:1][C:2](F)(F)[C:3]([OH:5])=[O:4].C([O:11][CH2:12][CH3:13])(=O)C.[CH3:14]CCCCCC.[O:21]1CCOC[CH2:22]1. (4) The reactants are: Cl.Cl.[CH3:3][CH:4]1[C:9]2[N:10]=[CH:11][NH:12][C:8]=2[CH2:7][CH2:6][NH:5]1.C([O-])([O-])=O.[K+].[K+].Cl[C:20]([O:22][CH3:23])=[O:21].[OH-].[Na+].Cl. Given the product [CH3:3][CH:4]1[C:9]2[N:10]=[CH:11][NH:12][C:8]=2[CH2:7][CH2:6][N:5]1[C:20]([O:22][CH3:23])=[O:21], predict the reactants needed to synthesize it.